Task: Predict the product of the given reaction.. Dataset: Forward reaction prediction with 1.9M reactions from USPTO patents (1976-2016) (1) Given the reactants [H-].[Na+].[N+:3]([C:6]1[CH:7]=[C:8]([C:11]([O:13][CH2:14][CH3:15])=[O:12])[NH:9][CH:10]=1)([O-:5])=[O:4].[NH2:16]Cl, predict the reaction product. The product is: [NH2:16][N:9]1[CH:10]=[C:6]([N+:3]([O-:5])=[O:4])[CH:7]=[C:8]1[C:11]([O:13][CH2:14][CH3:15])=[O:12]. (2) Given the reactants ClC[C:3]([NH:5][CH:6]([C:19]1[CH:24]=[CH:23][CH:22]=[C:21](/[CH:25]=[CH:26]/[C:27]2[CH:36]=[CH:35][C:34]3[C:29](=[CH:30][C:31]([Cl:37])=[CH:32][CH:33]=3)[N:28]=2)[CH:20]=1)[CH2:7][CH2:8][C:9]1C=[CH:13][CH:12]=[CH:11][C:10]=1C(O)(C)C)=[O:4].[SH:38][CH2:39]C(O)=O.[CH3:43][C:44]([CH3:47])([O-:46])[CH3:45].[K+].[OH2:49].[O:50]1[CH2:54][CH2:53][CH2:52]C1, predict the reaction product. The product is: [Cl:37][C:31]1[CH:30]=[C:29]2[C:34]([CH:35]=[CH:36][C:27](/[CH:26]=[CH:25]/[C:21]3[CH:20]=[C:19]([CH:6]([NH:5][C:3]([SH:38]([CH3:39])[CH2:52][CH2:53][C:54]([OH:50])=[O:49])=[O:4])[CH2:7][CH2:8][C:9]4[CH:10]=[CH:11][CH:12]=[CH:13][C:43]=4[C:44]([OH:46])([CH3:47])[CH3:45])[CH:24]=[CH:23][CH:22]=3)=[N:28]2)=[CH:33][CH:32]=1. (3) Given the reactants [Cl:1][C:2]1[N:3]=[C:4]([N:13]2[CH2:18][CH2:17][O:16][CH2:15][CH2:14]2)[C:5]2[CH:10]=[C:9]([CH:11]=O)[S:8][C:6]=2[N:7]=1.[CH3:19][NH2:20], predict the reaction product. The product is: [Cl:1][C:2]1[N:3]=[C:4]([N:13]2[CH2:18][CH2:17][O:16][CH2:15][CH2:14]2)[C:5]2[CH:10]=[C:9]([CH2:11][NH:20][CH3:19])[S:8][C:6]=2[N:7]=1. (4) Given the reactants [CH:1]1([C:5]2[CH:10]=[CH:9][C:8]([C:11]3[CH:15]=[C:14]([CH2:16][C:17]([O:19][CH3:20])=[O:18])[O:13][N:12]=3)=[C:7]([C:21]([F:24])([F:23])[F:22])[CH:6]=2)[CH2:4][CH2:3][CH2:2]1.C1(C2C=CC(C3C=C(C([N:44]([C:53]([O:55][C:56]([CH3:59])([CH3:58])[CH3:57])=[O:54])[NH:45][C:46]([O:48][C:49]([CH3:52])([CH3:51])[CH3:50])=[O:47])C(OC)=O)ON=3)=C(C(F)(F)F)C=2)CC1, predict the reaction product. The product is: [CH:1]1([C:5]2[CH:10]=[CH:9][C:8]([C:11]3[CH:15]=[C:14]([CH:16]([N:44]([C:53]([O:55][C:56]([CH3:59])([CH3:58])[CH3:57])=[O:54])[NH:45][C:46]([O:48][C:49]([CH3:50])([CH3:51])[CH3:52])=[O:47])[C:17]([O:19][CH3:20])=[O:18])[O:13][N:12]=3)=[C:7]([C:21]([F:23])([F:24])[F:22])[CH:6]=2)[CH2:4][CH2:3][CH2:2]1. (5) Given the reactants [C:1]([N:4]1[C:13]2[C:8](=[CH:9][C:10]([C:14]3[CH:32]=[CH:31][C:17]([C:18]([NH:20][CH2:21][CH2:22][NH:23]C(=O)OC(C)(C)C)=[O:19])=[CH:16][CH:15]=3)=[CH:11][CH:12]=2)[C@H:7]([NH:33][C:34]2[CH:39]=[CH:38][CH:37]=[CH:36][N:35]=2)[CH2:6][C@@H:5]1[CH3:40])(=[O:3])[CH3:2].[ClH:41], predict the reaction product. The product is: [ClH:41].[C:1]([N:4]1[C:13]2[C:8](=[CH:9][C:10]([C:14]3[CH:32]=[CH:31][C:17]([C:18]([NH:20][CH2:21][CH2:22][NH2:23])=[O:19])=[CH:16][CH:15]=3)=[CH:11][CH:12]=2)[C@H:7]([NH:33][C:34]2[CH:39]=[CH:38][CH:37]=[CH:36][N:35]=2)[CH2:6][C@@H:5]1[CH3:40])(=[O:3])[CH3:2]. (6) Given the reactants [F:1][C:2]1[CH:7]=[CH:6][C:5]([C:8]([CH3:22])([CH3:21])[CH2:9][NH:10][C:11]2[N:16]=[N:15][C:14]([C:17]([O:19][CH3:20])=O)=[CH:13][CH:12]=2)=[CH:4][CH:3]=1.[OH2:23].[NH2:24][NH2:25].C(O)C, predict the reaction product. The product is: [F:1][C:2]1[CH:7]=[CH:6][C:5]([C:8]([CH3:22])([CH3:21])[CH2:9][NH:10][C:11]2[N:16]=[N:15][C:14]([C:17]3[O:19][C:20](=[O:23])[NH:25][N:24]=3)=[CH:13][CH:12]=2)=[CH:4][CH:3]=1. (7) Given the reactants [F:1][C:2]1[CH:3]=[C:4]2[C:10]([I:11])=[N:9][NH:8][C:5]2=[N:6][CH:7]=1.[F:12][C:13]1[CH:20]=[CH:19][CH:18]=[CH:17][C:14]=1[CH2:15]Br.C(=O)([O-])[O-].[Cs+].[Cs+].[Cl-].[Na+], predict the reaction product. The product is: [F:1][C:2]1[CH:3]=[C:4]2[C:10]([I:11])=[N:9][N:8]([CH2:15][C:14]3[CH:17]=[CH:18][CH:19]=[CH:20][C:13]=3[F:12])[C:5]2=[N:6][CH:7]=1.